Dataset: Full USPTO retrosynthesis dataset with 1.9M reactions from patents (1976-2016). Task: Predict the reactants needed to synthesize the given product. (1) The reactants are: [CH3:1][O:2][C:3]1[CH:4]=[C:5](Br)[CH:6]=[C:7]([O:11][CH3:12])[C:8]=1[O:9][CH3:10].[Li]CCCC.[P:19](Cl)([C:26]1[CH:31]=[CH:30][CH:29]=[CH:28][CH:27]=1)[C:20]1[CH:25]=[CH:24][CH:23]=[CH:22][CH:21]=1. Given the product [CH3:1][O:2][C:3]1[CH:4]=[C:5]([P:19]([C:26]2[CH:27]=[CH:28][CH:29]=[CH:30][CH:31]=2)[C:20]2[CH:25]=[CH:24][CH:23]=[CH:22][CH:21]=2)[CH:6]=[C:7]([O:11][CH3:12])[C:8]=1[O:9][CH3:10], predict the reactants needed to synthesize it. (2) Given the product [Cl:24][C:25]1[CH:31]=[C:30]([O:32][C:33]2[C:34]3[N:41]([CH3:42])[CH:40]=[CH:39][C:35]=3[N:36]=[CH:37][N:38]=2)[CH:29]=[CH:28][C:26]=1[NH:27][C:15]([NH:1][C:2]1[CH:3]=[N:4][CH:5]=[CH:6][CH:7]=1)=[O:16], predict the reactants needed to synthesize it. The reactants are: [NH2:1][C:2]1[CH:3]=[N:4][CH:5]=[CH:6][CH:7]=1.N1C=CC=CC=1.Cl[C:15](OC1C=CC=CC=1)=[O:16].[Cl:24][C:25]1[CH:31]=[C:30]([O:32][C:33]2[C:34]3[N:41]([CH3:42])[CH:40]=[CH:39][C:35]=3[N:36]=[CH:37][N:38]=2)[CH:29]=[CH:28][C:26]=1[NH2:27].